This data is from Forward reaction prediction with 1.9M reactions from USPTO patents (1976-2016). The task is: Predict the product of the given reaction. (1) Given the reactants [F:1][C:2]1([F:15])[CH2:5][CH:4]([C:6]2[NH:10][C:9]3[CH:11]=[CH:12][CH:13]=[CH:14][C:8]=3[N:7]=2)[CH2:3]1.Br[CH2:17][C:18]1[CH:37]=[CH:36][C:21]2/[C:22](=[C:32](/[CH3:35])\[C:33]#[N:34])/[C:23]3[CH:30]=[CH:29][C:28]([F:31])=[CH:27][C:24]=3[O:25][CH2:26][C:20]=2[CH:19]=1, predict the reaction product. The product is: [F:15][C:2]1([F:1])[CH2:3][CH:4]([C:6]2[N:7]([CH2:17][C:18]3[CH:37]=[CH:36][C:21]4/[C:22](=[C:32](/[CH3:35])\[C:33]#[N:34])/[C:23]5[CH:30]=[CH:29][C:28]([F:31])=[CH:27][C:24]=5[O:25][CH2:26][C:20]=4[CH:19]=3)[C:8]3[CH:14]=[CH:13][CH:12]=[CH:11][C:9]=3[N:10]=2)[CH2:5]1. (2) Given the reactants [OH-].[Na+].[Cl:3][C:4]1[N:9]=[N:8][C:7]([CH2:10][C:11]#[N:12])=[CH:6][CH:5]=1.Br[CH2:14][CH2:15]Br, predict the reaction product. The product is: [Cl:3][C:4]1[N:9]=[N:8][C:7]([C:10]2([C:11]#[N:12])[CH2:15][CH2:14]2)=[CH:6][CH:5]=1.